This data is from Forward reaction prediction with 1.9M reactions from USPTO patents (1976-2016). The task is: Predict the product of the given reaction. (1) Given the reactants [NH2:1][CH2:2][CH2:3][CH2:4][NH:5][C:6]1[N:7]=[C:8]([NH:17][C:18]2[CH:23]=[CH:22][CH:21]=[C:20]([CH3:24])[CH:19]=2)[C:9]2[C:15](=[O:16])[NH:14][CH:13]=[CH:12][C:10]=2[N:11]=1.NCCCN[C:30]([C@@H:32]1[CH2:36][S:35][C:34](=[O:37])[NH:33]1)=[O:31], predict the reaction product. The product is: [CH3:24][C:20]1[CH:19]=[C:18]([NH:17][C:8]2[C:9]3[C:15](=[O:16])[NH:14][CH:13]=[CH:12][C:10]=3[N:11]=[C:6]([NH:5][CH2:4][CH2:3][CH2:2][NH:1][C:30]([C@@H:32]3[CH2:36][S:35][C:34](=[O:37])[NH:33]3)=[O:31])[N:7]=2)[CH:23]=[CH:22][CH:21]=1. (2) Given the reactants [NH2:1][C:2]1[N:7]=[C:6](/[C:8](=[C:11]2\[NH:12][C:13]3[CH:21]=[CH:20][CH:19]=[CH:18][C:14]=3[N:15]\2[CH2:16][CH3:17])/[C:9]#[N:10])[C:5]([CH3:22])=[CH:4][N:3]=1.Cl.[CH3:24][N:25]1[CH2:30][CH2:29][CH2:28][CH:27]([C:31](O)=[O:32])[CH2:26]1, predict the reaction product. The product is: [C:9](/[C:8](=[C:11]1/[NH:12][C:13]2[CH:21]=[CH:20][CH:19]=[CH:18][C:14]=2[N:15]/1[CH2:16][CH3:17])/[C:6]1[C:5]([CH3:22])=[CH:4][N:3]=[C:2]([NH:1][C:31]([CH:27]2[CH2:28][CH2:29][CH2:30][N:25]([CH3:24])[CH2:26]2)=[O:32])[N:7]=1)#[N:10]. (3) Given the reactants C([O:3][C:4](=[O:41])[C:5]([O:8][C:9]1[C:14]([CH3:15])=[CH:13][C:12]([CH2:16][N:17]([C:24]2[S:28][C:27]([C:29]3[CH:34]=[CH:33][C:32]([C:35]([F:38])([F:37])[F:36])=[CH:31][CH:30]=3)=[N:26][C:25]=2[CH3:39])[CH2:18][C:19]2[CH:23]=[CH:22][S:21][CH:20]=2)=[CH:11][C:10]=1[CH3:40])([CH3:7])[CH3:6])C.[OH-].[Na+], predict the reaction product. The product is: [CH3:15][C:14]1[CH:13]=[C:12]([CH2:16][N:17]([C:24]2[S:28][C:27]([C:29]3[CH:30]=[CH:31][C:32]([C:35]([F:36])([F:37])[F:38])=[CH:33][CH:34]=3)=[N:26][C:25]=2[CH3:39])[CH2:18][C:19]2[CH:23]=[CH:22][S:21][CH:20]=2)[CH:11]=[C:10]([CH3:40])[C:9]=1[O:8][C:5]([CH3:7])([CH3:6])[C:4]([OH:41])=[O:3]. (4) Given the reactants [H-].[Na+].[N:3]1[CH:8]=[CH:7][CH:6]=[C:5]([NH:9][C:10](=[O:16])[O:11][C:12]([CH3:15])([CH3:14])[CH3:13])[CH:4]=1.[Br:17][C:18]1[CH:31]=[CH:30][CH:29]=[C:28]2[C:19]=1[O:20][C:21]1[CH:22]=[CH:23][C:24]([CH2:32]Br)=[CH:25][C:26]=1[CH2:27]2.C(OCC)(=O)C, predict the reaction product. The product is: [Br:17][C:18]1[CH:31]=[CH:30][CH:29]=[C:28]2[C:19]=1[O:20][C:21]1[CH:22]=[CH:23][C:24]([CH2:32][N:9]([C:5]3[CH:4]=[N:3][CH:8]=[CH:7][CH:6]=3)[C:10](=[O:16])[O:11][C:12]([CH3:13])([CH3:15])[CH3:14])=[CH:25][C:26]=1[CH2:27]2. (5) Given the reactants [C:1]1([CH2:7][S:8]([NH2:11])(=[O:10])=[O:9])[CH:6]=[CH:5][CH:4]=[CH:3][CH:2]=1.[H-].[Na+].[CH3:14][O:15][C:16](=[O:53])[C:17]1[CH:22]=[CH:21][C:20]([O:23][CH2:24][CH2:25][C:26]2[C:34]3[C:29](=[CH:30][CH:31]=[C:32]([Cl:35])[CH:33]=3)[N:28]([CH:36]([C:43]3[CH:48]=[CH:47][CH:46]=[CH:45][CH:44]=3)[C:37]3[CH:42]=[CH:41][CH:40]=[CH:39][CH:38]=3)[C:27]=2[CH2:49][CH2:50][CH2:51]Br)=[CH:19][CH:18]=1, predict the reaction product. The product is: [CH3:14][O:15][C:16](=[O:53])[C:17]1[CH:18]=[CH:19][C:20]([O:23][CH2:24][CH2:25][C:26]2[C:34]3[C:29](=[CH:30][CH:31]=[C:32]([Cl:35])[CH:33]=3)[N:28]([CH:36]([C:43]3[CH:48]=[CH:47][CH:46]=[CH:45][CH:44]=3)[C:37]3[CH:38]=[CH:39][CH:40]=[CH:41][CH:42]=3)[C:27]=2[CH2:49][CH2:50][CH2:51][NH:11][S:8]([CH2:7][C:1]2[CH:2]=[CH:3][CH:4]=[CH:5][CH:6]=2)(=[O:9])=[O:10])=[CH:21][CH:22]=1. (6) Given the reactants [CH3:1][N:2]([C:10]([C:12]1[CH:17]=[CH:16][C:15]([NH:18][CH:19]([C:23]2[O:24][C:25]3[CH:32]=[CH:31][C:30]([O:33][C:34]4[CH:39]=[CH:38][C:37]([C:40]([F:43])([F:42])[F:41])=[CH:36][N:35]=4)=[CH:29][C:26]=3[C:27]=2[CH3:28])[CH:20]([CH3:22])[CH3:21])=[CH:14][CH:13]=1)=[O:11])[CH2:3][CH2:4][C:5]([O:7]CC)=[O:6].[OH-].[Na+], predict the reaction product. The product is: [CH3:1][N:2]([C:10]([C:12]1[CH:13]=[CH:14][C:15]([NH:18][CH:19]([C:23]2[O:24][C:25]3[CH:32]=[CH:31][C:30]([O:33][C:34]4[CH:39]=[CH:38][C:37]([C:40]([F:43])([F:42])[F:41])=[CH:36][N:35]=4)=[CH:29][C:26]=3[C:27]=2[CH3:28])[CH:20]([CH3:22])[CH3:21])=[CH:16][CH:17]=1)=[O:11])[CH2:3][CH2:4][C:5]([OH:7])=[O:6]. (7) Given the reactants [OH:1][CH2:2][CH2:3][P:4](=[O:13])([CH2:10][CH2:11][OH:12])[CH2:5][CH2:6][S:7]([CH3:9])=[S:8].[S:14](Cl)([C:17]1[CH:23]=[CH:22][C:20]([CH3:21])=[CH:19][CH:18]=1)(=[O:16])=[O:15], predict the reaction product. The product is: [CH3:21][C:20]1[CH:22]=[CH:23][C:17]([S:14]([O:1][CH2:2][CH2:3][P:4]([CH2:10][CH2:11][O:12][S:14]([C:17]2[CH:23]=[CH:22][C:20]([CH3:21])=[CH:19][CH:18]=2)(=[O:16])=[O:15])([CH2:5][CH2:6][S:7]([CH3:9])=[S:8])=[O:13])(=[O:16])=[O:15])=[CH:18][CH:19]=1.